Dataset: TCR-epitope binding with 47,182 pairs between 192 epitopes and 23,139 TCRs. Task: Binary Classification. Given a T-cell receptor sequence (or CDR3 region) and an epitope sequence, predict whether binding occurs between them. (1) The epitope is KRWIILGLNK. The TCR CDR3 sequence is CASSLGVGELFF. Result: 0 (the TCR does not bind to the epitope). (2) Result: 0 (the TCR does not bind to the epitope). The epitope is SEISMDNSPNL. The TCR CDR3 sequence is CSAEDGNSPLHF. (3) The epitope is CINGVCWTV. The TCR CDR3 sequence is CASSLLVGDSSYNEQFF. Result: 0 (the TCR does not bind to the epitope). (4) Result: 1 (the TCR binds to the epitope). The TCR CDR3 sequence is CASTLNRGHEQFF. The epitope is FVDGVPFVV. (5) The epitope is AMFWSVPTV. The TCR CDR3 sequence is CASSQDWGGRIDTQYF. Result: 0 (the TCR does not bind to the epitope).